From a dataset of NCI-60 drug combinations with 297,098 pairs across 59 cell lines. Regression. Given two drug SMILES strings and cell line genomic features, predict the synergy score measuring deviation from expected non-interaction effect. (1) Drug 1: C1=C(C(=O)NC(=O)N1)F. Drug 2: C1=CC(=CC=C1CC(C(=O)O)N)N(CCCl)CCCl.Cl. Cell line: ACHN. Synergy scores: CSS=65.2, Synergy_ZIP=5.80, Synergy_Bliss=4.90, Synergy_Loewe=8.02, Synergy_HSA=10.0. (2) Drug 1: CCC1=CC2CC(C3=C(CN(C2)C1)C4=CC=CC=C4N3)(C5=C(C=C6C(=C5)C78CCN9C7C(C=CC9)(C(C(C8N6C)(C(=O)OC)O)OC(=O)C)CC)OC)C(=O)OC.C(C(C(=O)O)O)(C(=O)O)O. Drug 2: COC1=CC(=CC(=C1O)OC)C2C3C(COC3=O)C(C4=CC5=C(C=C24)OCO5)OC6C(C(C7C(O6)COC(O7)C8=CC=CS8)O)O. Cell line: SK-MEL-28. Synergy scores: CSS=40.6, Synergy_ZIP=-4.63, Synergy_Bliss=-1.10, Synergy_Loewe=-7.01, Synergy_HSA=1.57. (3) Drug 1: CC1OCC2C(O1)C(C(C(O2)OC3C4COC(=O)C4C(C5=CC6=C(C=C35)OCO6)C7=CC(=C(C(=C7)OC)O)OC)O)O. Drug 2: CCN(CC)CCCC(C)NC1=C2C=C(C=CC2=NC3=C1C=CC(=C3)Cl)OC. Cell line: MOLT-4. Synergy scores: CSS=84.3, Synergy_ZIP=3.53, Synergy_Bliss=3.25, Synergy_Loewe=-0.418, Synergy_HSA=4.65. (4) Drug 1: COC1=NC(=NC2=C1N=CN2C3C(C(C(O3)CO)O)O)N. Drug 2: CS(=O)(=O)CCNCC1=CC=C(O1)C2=CC3=C(C=C2)N=CN=C3NC4=CC(=C(C=C4)OCC5=CC(=CC=C5)F)Cl. Cell line: NCIH23. Synergy scores: CSS=2.52, Synergy_ZIP=0.744, Synergy_Bliss=2.52, Synergy_Loewe=0.488, Synergy_HSA=1.00. (5) Cell line: M14. Drug 1: C1=CC=C(C(=C1)C(C2=CC=C(C=C2)Cl)C(Cl)Cl)Cl. Synergy scores: CSS=2.09, Synergy_ZIP=0.691, Synergy_Bliss=0.376, Synergy_Loewe=-0.700, Synergy_HSA=-1.29. Drug 2: C1CNP(=O)(OC1)N(CCCl)CCCl. (6) Drug 1: CC1=C2C(C(=O)C3(C(CC4C(C3C(C(C2(C)C)(CC1OC(=O)C(C(C5=CC=CC=C5)NC(=O)OC(C)(C)C)O)O)OC(=O)C6=CC=CC=C6)(CO4)OC(=O)C)OC)C)OC. Drug 2: CNC(=O)C1=NC=CC(=C1)OC2=CC=C(C=C2)NC(=O)NC3=CC(=C(C=C3)Cl)C(F)(F)F. Cell line: HCT116. Synergy scores: CSS=75.9, Synergy_ZIP=7.15, Synergy_Bliss=5.99, Synergy_Loewe=-1.66, Synergy_HSA=9.99. (7) Drug 1: C1=C(C(=O)NC(=O)N1)F. Drug 2: CCCCCOC(=O)NC1=NC(=O)N(C=C1F)C2C(C(C(O2)C)O)O. Cell line: ACHN. Synergy scores: CSS=40.7, Synergy_ZIP=4.35, Synergy_Bliss=4.10, Synergy_Loewe=-12.1, Synergy_HSA=3.57.